Predict which catalyst facilitates the given reaction. From a dataset of Catalyst prediction with 721,799 reactions and 888 catalyst types from USPTO. (1) Reactant: C([O:3][C:4](=[O:28])[C@@H:5]([O:25][CH2:26][CH3:27])[CH2:6][C:7]1[CH:12]=[CH:11][C:10]([O:13][CH2:14][C:15]([C:17]2[CH:22]=[CH:21][C:20]([CH2:23][CH3:24])=[CH:19][N:18]=2)=[O:16])=[CH:9][CH:8]=1)C.[Li+].[OH-]. Product: [CH2:26]([O:25][C@@H:5]([CH2:6][C:7]1[CH:12]=[CH:11][C:10]([O:13][CH2:14][C:15]([C:17]2[CH:22]=[CH:21][C:20]([CH2:23][CH3:24])=[CH:19][N:18]=2)=[O:16])=[CH:9][CH:8]=1)[C:4]([OH:28])=[O:3])[CH3:27]. The catalyst class is: 5. (2) Reactant: [CH3:1][O:2][C:3](=[O:15])[C:4]1[C:5](=[C:10]([OH:14])[CH:11]=[CH:12][CH:13]=1)[C:6]([O:8][CH3:9])=[O:7].[Cl:16][C:17]1[CH:18]=[C:19]([CH2:24]O)[CH:20]=[C:21]([Cl:23])[CH:22]=1.C1(P(C2C=CC=CC=2)C2C=CC=CC=2)C=CC=CC=1.N(C(OC(C)C)=O)=NC(OC(C)C)=O. Product: [CH3:1][O:2][C:3](=[O:15])[C:4]1[C:5](=[C:10]([O:14][CH2:24][C:19]2[CH:18]=[C:17]([Cl:16])[CH:22]=[C:21]([Cl:23])[CH:20]=2)[CH:11]=[CH:12][CH:13]=1)[C:6]([O:8][CH3:9])=[O:7]. The catalyst class is: 1. (3) Reactant: [CH3:1][N:2]([CH3:9])[CH:3]([CH3:8])[CH2:4][C:5]([OH:7])=[O:6].O[N:11]1[C:15](=[O:16])[CH2:14][CH2:13][C:12]1=[O:17].C1(N=C=NC2CCCCC2)CCCCC1.O.[C:34]1([CH3:44])[CH:39]=[CH:38][C:37]([S:40]([OH:43])(=[O:42])=[O:41])=[CH:36][CH:35]=1. Product: [S:40]([C:37]1[CH:38]=[CH:39][C:34]([CH3:44])=[CH:35][CH:36]=1)([OH:43])(=[O:42])=[O:41].[O:17]=[C:12]1[CH2:13][CH2:14][C:15](=[O:16])[N:11]1[O:6][C:5](=[O:7])[CH2:4][CH:3]([N:2]([CH3:9])[CH3:1])[CH3:8]. The catalyst class is: 643. (4) Reactant: [CH3:1][C:2]1([CH3:12])[CH2:7][CH:6](/[CH:8]=[CH:9]/[O:10]C)[CH2:5][CH2:4][O:3]1.Cl. Product: [CH3:1][C:2]1([CH3:12])[CH2:7][CH:6]([CH2:8][CH:9]=[O:10])[CH2:5][CH2:4][O:3]1. The catalyst class is: 1. (5) Product: [Cl:1][C:2]1[CH:7]=[CH:6][CH:5]=[CH:4][C:3]=1[C:8]1[CH:13]=[CH:12][C:11]([C:14]([NH:16][C@H:17]([C:18](=[O:19])[NH:33][CH2:32][C:31]#[N:30])[CH2:21][C:22]2[C:27]([F:28])=[CH:26][CH:25]=[CH:24][C:23]=2[F:29])=[O:15])=[CH:10][N:9]=1. Reactant: [Cl:1][C:2]1[CH:7]=[CH:6][CH:5]=[CH:4][C:3]=1[C:8]1[CH:13]=[CH:12][C:11]([C:14]([NH:16][C@@H:17]([CH2:21][C:22]2[C:27]([F:28])=[CH:26][CH:25]=[CH:24][C:23]=2[F:29])[C:18](O)=[O:19])=[O:15])=[CH:10][N:9]=1.[NH2:30][CH2:31][C:32]#[N:33].CN(C(ON1N=NC2C=CC=CC1=2)=[N+](C)C)C.F[P-](F)(F)(F)(F)F.CN1CCOCC1.[Cl-].[NH4+]. The catalyst class is: 115.